From a dataset of Forward reaction prediction with 1.9M reactions from USPTO patents (1976-2016). Predict the product of the given reaction. (1) Given the reactants C(OC([N:8]1[CH2:11][CH:10]([N:12]2[CH2:15][C:14]([OH:17])([CH3:16])[CH2:13]2)[CH2:9]1)=O)(C)(C)C, predict the reaction product. The product is: [CH3:16][C:14]1([OH:17])[CH2:15][N:12]([CH:10]2[CH2:11][NH:8][CH2:9]2)[CH2:13]1. (2) Given the reactants CN(C)/[CH:3]=[CH:4]/[C:5]([C:7]1[C:12](=[O:13])[CH:11]=[CH:10][N:9]([C:14]2[CH:19]=[CH:18][C:17]([O:20][C:21]([F:24])([F:23])[F:22])=[CH:16][CH:15]=2)[N:8]=1)=O.[NH:26]([C:28]1[CH:29]=[C:30]([S:34]([N:37]([CH3:39])[CH3:38])(=[O:36])=[O:35])[CH:31]=[CH:32][CH:33]=1)[NH2:27], predict the reaction product. The product is: [CH3:38][N:37]([CH3:39])[S:34]([C:30]1[CH:31]=[CH:32][CH:33]=[C:28]([N:26]2[C:5]([C:7]3[C:12](=[O:13])[CH:11]=[CH:10][N:9]([C:14]4[CH:15]=[CH:16][C:17]([O:20][C:21]([F:23])([F:24])[F:22])=[CH:18][CH:19]=4)[N:8]=3)=[CH:4][CH:3]=[N:27]2)[CH:29]=1)(=[O:36])=[O:35]. (3) Given the reactants [OH-].[Na+].[CH3:3][C@@H:4]1[CH2:9][O:8][CH2:7][CH2:6][N:5]1[C:10]1[CH:15]=[C:14]([C:16]2([S@:19]([CH3:22])(=[NH:21])=[O:20])[CH2:18][CH2:17]2)[N:13]=[C:12]([C:23]2[CH:28]=[CH:27][N:26]=[C:25]3[N:29](S(C4C=CC(C)=CC=4)(=O)=O)[CH:30]=[CH:31][C:24]=23)[N:11]=1, predict the reaction product. The product is: [CH3:3][C@@H:4]1[CH2:9][O:8][CH2:7][CH2:6][N:5]1[C:10]1[CH:15]=[C:14]([C:16]2([S@@:19]([CH3:22])(=[NH:21])=[O:20])[CH2:18][CH2:17]2)[N:13]=[C:12]([C:23]2[CH:28]=[CH:27][N:26]=[C:25]3[NH:29][CH:30]=[CH:31][C:24]=23)[N:11]=1. (4) Given the reactants [F:1][C:2]1[CH:11]=[CH:10][C:5]2[N:6]=[C:7]([CH3:9])[O:8][C:4]=2[CH:3]=1.[Br:12][CH2:13][C:14]1[CH:19]=[CH:18][C:17]([CH2:20][C:21]([OH:23])=[O:22])=[CH:16][CH:15]=1, predict the reaction product. The product is: [Br-:12].[C:21]([CH2:20][C:17]1[CH:18]=[CH:19][C:14]([CH2:13][N+:6]2[C:5]3[CH:10]=[CH:11][C:2]([F:1])=[CH:3][C:4]=3[O:8][C:7]=2[CH3:9])=[CH:15][CH:16]=1)([OH:23])=[O:22]. (5) Given the reactants [Br:1]N1C(=O)CCC1=O.[Cl:9][C:10]1[CH:11]=[C:12]([CH:34]=[CH:35][CH:36]=1)[CH2:13][C:14]1[C:15]([C:19]([NH:21][C@H:22]([C:24]2[CH:33]=[CH:32][C:27]([C:28]([O:30][CH3:31])=[O:29])=[CH:26][CH:25]=2)[CH3:23])=[O:20])=[CH:16][S:17][CH:18]=1.C(Cl)Cl.CC(O)=O, predict the reaction product. The product is: [Br:1][C:18]1[S:17][CH:16]=[C:15]([C:19]([NH:21][C@H:22]([C:24]2[CH:33]=[CH:32][C:27]([C:28]([O:30][CH3:31])=[O:29])=[CH:26][CH:25]=2)[CH3:23])=[O:20])[C:14]=1[CH2:13][C:12]1[CH:34]=[CH:35][CH:36]=[C:10]([Cl:9])[CH:11]=1. (6) Given the reactants [Br:1][C:2]1[CH:3]=[C:4]([CH:6]=[CH:7][CH:8]=1)[NH2:5].C(N(CC)CC)C.[C:16](O[C:16]([O:18][C:19]([CH3:22])([CH3:21])[CH3:20])=[O:17])([O:18][C:19]([CH3:22])([CH3:21])[CH3:20])=[O:17], predict the reaction product. The product is: [Br:1][C:2]1[CH:3]=[C:4]([NH:5][C:16](=[O:17])[O:18][C:19]([CH3:22])([CH3:21])[CH3:20])[CH:6]=[CH:7][CH:8]=1. (7) Given the reactants [CH3:1][N:2]1[CH2:8][CH2:7][CH2:6][N:5]([CH:9]2[CH2:14][CH2:13][N:12](CC3C=CC=CC=3)[CH2:11][CH2:10]2)[CH2:4][CH2:3]1, predict the reaction product. The product is: [CH3:1][N:2]1[CH2:8][CH2:7][CH2:6][N:5]([CH:9]2[CH2:14][CH2:13][NH:12][CH2:11][CH2:10]2)[CH2:4][CH2:3]1. (8) Given the reactants [C:1]([NH:5][S:6]([CH3:9])(=[O:8])=[O:7])([CH3:4])([CH3:3])[CH3:2].C([Li])CCC.[F:15][C:16]1[CH:25]=[CH:24][C:19]([C:20](OC)=[O:21])=[CH:18][CH:17]=1.C(O)(=O)C, predict the reaction product. The product is: [C:1]([NH:5][S:6]([CH2:9][C:20]([C:19]1[CH:24]=[CH:25][C:16]([F:15])=[CH:17][CH:18]=1)=[O:21])(=[O:8])=[O:7])([CH3:4])([CH3:3])[CH3:2].